This data is from Aqueous solubility values for 9,982 compounds from the AqSolDB database. The task is: Regression/Classification. Given a drug SMILES string, predict its absorption, distribution, metabolism, or excretion properties. Task type varies by dataset: regression for continuous measurements (e.g., permeability, clearance, half-life) or binary classification for categorical outcomes (e.g., BBB penetration, CYP inhibition). For this dataset (solubility_aqsoldb), we predict Y. (1) The molecule is C=C1C(=O)O[C@@H]2/C=C(\CO)CC/C=C(\C)C[C@H](OC(=O)C(C)CO)[C@@H]12. The Y is -2.24 log mol/L. (2) The molecule is CCNC(=O)CSP(=S)(OC)OC. The Y is -1.46 log mol/L. (3) The molecule is CCC(C)C1NC(=O)C(Cc2ccccc2)NC(=O)C2CCCN2C(=O)C(Cc2ccccc2)N(C)C(=O)C2CCC=NN2C(=O)C2CCC=NN2C1=O. The Y is -4.04 log mol/L. (4) The molecule is O=S(=O)([O-])CCCSSCCCS(=O)(=O)[O-].[Na+].[Na+]. The Y is 0.229 log mol/L. (5) The molecule is CCCCCCCCCCCCCCOC(=O)/C=C/C(=O)OCCCCCCCCCCCCCC. The Y is -7.01 log mol/L. (6) The compound is CCN(CC)C(=O)CCC(=O)O. The Y is -0.794 log mol/L. (7) The compound is O=C1C=Cc2cc(S(=O)(=O)[O-])ccc2/C1=N\Nc1ccc(S(=O)(=O)[O-])cc1.[Na+].[Na+]. The Y is -1.38 log mol/L. (8) The molecule is CC(=O)/C(C)=C\C1C(C)=CCCC1(C)C. The Y is -3.99 log mol/L. (9) The drug is C#CC(C)(O)CC(C)C. The Y is -1.04 log mol/L.